Dataset: Catalyst prediction with 721,799 reactions and 888 catalyst types from USPTO. Task: Predict which catalyst facilitates the given reaction. (1) Reactant: [CH3:1][C:2]1[CH:3]=[C:4]([CH:7]=[CH:8][C:9]=1[CH3:10])[CH2:5]Cl.[C-:11]#[N:12].[Na+]. Product: [CH3:1][C:2]1[CH:3]=[C:4]([CH2:5][C:11]#[N:12])[CH:7]=[CH:8][C:9]=1[CH3:10]. The catalyst class is: 35. (2) Reactant: [N+:1]([C:4]1[C:5]([C:10]2[CH:15]=[CH:14][CH:13]=[CH:12][CH:11]=2)=[N:6][CH:7]=[CH:8][CH:9]=1)([O-:3])=[O:2].OO.NC(N)=[O:20].FC(F)(F)C(OC(=O)C(F)(F)F)=O. Product: [N+:1]([C:4]1[C:5]([C:10]2[CH:11]=[CH:12][CH:13]=[CH:14][CH:15]=2)=[N+:6]([O-:20])[CH:7]=[CH:8][CH:9]=1)([O-:3])=[O:2]. The catalyst class is: 4. (3) Reactant: [NH2:1][C:2]1[C:3]([Cl:16])=[C:4]([NH:9][S:10]([CH2:13][CH2:14][CH3:15])(=[O:12])=[O:11])[CH:5]=[CH:6][C:7]=1[Cl:8].N1C=CC=CC=1.[Cl:23][C:24]1[C:33]2[C:28](=[C:29]([C:34](Cl)=[O:35])[CH:30]=[CH:31][CH:32]=2)[N:27]=[CH:26][N:25]=1. Product: [Cl:23][C:24]1[C:33]2[C:28](=[C:29]([C:34]([NH:1][C:2]3[C:7]([Cl:8])=[CH:6][CH:5]=[C:4]([NH:9][S:10]([CH2:13][CH2:14][CH3:15])(=[O:12])=[O:11])[C:3]=3[Cl:16])=[O:35])[CH:30]=[CH:31][CH:32]=2)[N:27]=[CH:26][N:25]=1. The catalyst class is: 22. (4) Reactant: [CH2:1]([O:8][CH2:9][C@H:10]1[CH2:14][O:13]C(C)(C)[O:11]1)[C:2]1[CH:7]=[CH:6][CH:5]=[CH:4][CH:3]=1.Cl.C(=O)(O)[O-].[Na+]. Product: [CH2:1]([O:8][CH2:9][C@H:10]([OH:11])[CH2:14][OH:13])[C:2]1[CH:7]=[CH:6][CH:5]=[CH:4][CH:3]=1. The catalyst class is: 5.